This data is from Forward reaction prediction with 1.9M reactions from USPTO patents (1976-2016). The task is: Predict the product of the given reaction. Given the reactants O.C(N(CC)CC)C.C([O:12][C@H:13]1[C@H:18]([O:19]C(=O)C)[C@@H:17]([O:23]C(=O)C)[C@H:16]([O:27][C:28]2[C:29]([O:48][CH3:49])=[CH:30][CH:31]=[C:32]3[C:37]=2[O:36][C:35](=[O:38])[CH:34]=[C:33]3[NH:39][C:40]2[C:45]([Cl:46])=[CH:44][N:43]=[CH:42][C:41]=2[Cl:47])[O:15][C@@H:14]1[CH2:50][O:51]C(=O)C)(=O)C, predict the reaction product. The product is: [Cl:47][C:41]1[CH:42]=[N:43][CH:44]=[C:45]([Cl:46])[C:40]=1[NH:39][C:33]1[C:32]2[C:37](=[C:28]([O:27][C@H:16]3[C@H:17]([OH:23])[C@@H:18]([OH:19])[C@H:13]([OH:12])[C@@H:14]([CH2:50][OH:51])[O:15]3)[C:29]([O:48][CH3:49])=[CH:30][CH:31]=2)[O:36][C:35](=[O:38])[CH:34]=1.